Dataset: Full USPTO retrosynthesis dataset with 1.9M reactions from patents (1976-2016). Task: Predict the reactants needed to synthesize the given product. Given the product [ClH:29].[ClH:29].[C:1]([C:9]1[CH:10]=[C:11]([N:15]2[CH2:20][C@@H:19]3[CH2:21][C@H:16]2[CH2:17][NH:18]3)[CH:12]=[N:13][CH:14]=1)(=[O:8])[C:2]1[CH:3]=[CH:4][CH:5]=[CH:6][CH:7]=1, predict the reactants needed to synthesize it. The reactants are: [C:1]([C:9]1[CH:10]=[C:11]([N:15]2[CH2:20][C@@H:19]3[CH2:21][C@H:16]2[CH2:17][N:18]3C(OC(C)(C)C)=O)[CH:12]=[N:13][CH:14]=1)(=[O:8])[C:2]1[CH:7]=[CH:6][CH:5]=[CH:4][CH:3]=1.[ClH:29].